Dataset: NCI-60 drug combinations with 297,098 pairs across 59 cell lines. Task: Regression. Given two drug SMILES strings and cell line genomic features, predict the synergy score measuring deviation from expected non-interaction effect. (1) Drug 1: C1=C(C(=O)NC(=O)N1)F. Drug 2: CC1C(C(CC(O1)OC2CC(CC3=C2C(=C4C(=C3O)C(=O)C5=C(C4=O)C(=CC=C5)OC)O)(C(=O)CO)O)N)O.Cl. Cell line: MCF7. Synergy scores: CSS=54.2, Synergy_ZIP=-5.13, Synergy_Bliss=-5.53, Synergy_Loewe=2.42, Synergy_HSA=4.56. (2) Drug 1: C1=NC2=C(N1)C(=S)N=C(N2)N. Cell line: U251. Drug 2: C1C(C(OC1N2C=NC3=C(N=C(N=C32)Cl)N)CO)O. Synergy scores: CSS=21.6, Synergy_ZIP=-4.07, Synergy_Bliss=-3.37, Synergy_Loewe=-5.21, Synergy_HSA=-3.60.